From a dataset of NCI-60 drug combinations with 297,098 pairs across 59 cell lines. Regression. Given two drug SMILES strings and cell line genomic features, predict the synergy score measuring deviation from expected non-interaction effect. (1) Drug 1: C1=CC(=CC=C1C#N)C(C2=CC=C(C=C2)C#N)N3C=NC=N3. Drug 2: CC(C)CN1C=NC2=C1C3=CC=CC=C3N=C2N. Cell line: NCI-H522. Synergy scores: CSS=-5.46, Synergy_ZIP=1.51, Synergy_Bliss=-0.392, Synergy_Loewe=-1.73, Synergy_HSA=-2.47. (2) Drug 1: C1CCN(CC1)CCOC2=CC=C(C=C2)C(=O)C3=C(SC4=C3C=CC(=C4)O)C5=CC=C(C=C5)O. Drug 2: C1=NC2=C(N=C(N=C2N1C3C(C(C(O3)CO)O)O)F)N. Cell line: KM12. Synergy scores: CSS=-9.19, Synergy_ZIP=2.31, Synergy_Bliss=-2.16, Synergy_Loewe=-7.34, Synergy_HSA=-8.03. (3) Drug 1: COC1=C(C=C2C(=C1)N=CN=C2NC3=CC(=C(C=C3)F)Cl)OCCCN4CCOCC4. Drug 2: COC1=C2C(=CC3=C1OC=C3)C=CC(=O)O2. Cell line: HOP-92. Synergy scores: CSS=18.0, Synergy_ZIP=0.804, Synergy_Bliss=1.74, Synergy_Loewe=-5.50, Synergy_HSA=-0.476. (4) Drug 1: CCC1=CC2CC(C3=C(CN(C2)C1)C4=CC=CC=C4N3)(C5=C(C=C6C(=C5)C78CCN9C7C(C=CC9)(C(C(C8N6C)(C(=O)OC)O)OC(=O)C)CC)OC)C(=O)OC.C(C(C(=O)O)O)(C(=O)O)O. Drug 2: C(=O)(N)NO. Cell line: NCI/ADR-RES. Synergy scores: CSS=7.11, Synergy_ZIP=-1.08, Synergy_Bliss=0.821, Synergy_Loewe=2.31, Synergy_HSA=2.13. (5) Drug 1: CNC(=O)C1=NC=CC(=C1)OC2=CC=C(C=C2)NC(=O)NC3=CC(=C(C=C3)Cl)C(F)(F)F. Drug 2: CC1C(C(CC(O1)OC2CC(CC3=C2C(=C4C(=C3O)C(=O)C5=C(C4=O)C(=CC=C5)OC)O)(C(=O)CO)O)N)O.Cl. Cell line: KM12. Synergy scores: CSS=44.1, Synergy_ZIP=-6.65, Synergy_Bliss=-6.94, Synergy_Loewe=-28.9, Synergy_HSA=-4.96. (6) Drug 1: C1=CC(=C2C(=C1NCCNCCO)C(=O)C3=C(C=CC(=C3C2=O)O)O)NCCNCCO. Cell line: NCI-H460. Drug 2: C1=C(C(=O)NC(=O)N1)F. Synergy scores: CSS=68.9, Synergy_ZIP=-4.52, Synergy_Bliss=-7.24, Synergy_Loewe=-2.74, Synergy_HSA=-0.905.